This data is from NCI-60 drug combinations with 297,098 pairs across 59 cell lines. The task is: Regression. Given two drug SMILES strings and cell line genomic features, predict the synergy score measuring deviation from expected non-interaction effect. Drug 1: C1CCC(C1)C(CC#N)N2C=C(C=N2)C3=C4C=CNC4=NC=N3. Drug 2: CCCS(=O)(=O)NC1=C(C(=C(C=C1)F)C(=O)C2=CNC3=C2C=C(C=N3)C4=CC=C(C=C4)Cl)F. Cell line: K-562. Synergy scores: CSS=4.15, Synergy_ZIP=1.53, Synergy_Bliss=2.60, Synergy_Loewe=-7.56, Synergy_HSA=-2.21.